Dataset: Forward reaction prediction with 1.9M reactions from USPTO patents (1976-2016). Task: Predict the product of the given reaction. (1) Given the reactants [CH3:1][O:2][C:3]([C:5]1[CH:10]=[C:9](Cl)[N:8]=[C:7]([Cl:12])[N:6]=1)=[O:4].C(N(CC)CC)C.[NH:20]1[CH2:25][CH2:24][CH2:23][CH2:22][CH2:21]1, predict the reaction product. The product is: [CH3:1][O:2][C:3]([C:5]1[CH:10]=[C:9]([N:20]2[CH2:25][CH2:24][CH2:23][CH2:22][CH2:21]2)[N:8]=[C:7]([Cl:12])[N:6]=1)=[O:4]. (2) Given the reactants FC(F)(F)S(O[C:7]1[N:12]=[C:11]2[N:13]=[C:14]([O:17][CH2:18][C:19]3[CH:24]=[CH:23][C:22]([O:25][CH3:26])=[CH:21][CH:20]=3)[CH:15]=[CH:16][C:10]2=[N:9][CH:8]=1)(=O)=O.[Br-:29], predict the reaction product. The product is: [Br:29][C:7]1[N:12]=[C:11]2[N:13]=[C:14]([O:17][CH2:18][C:19]3[CH:24]=[CH:23][C:22]([O:25][CH3:26])=[CH:21][CH:20]=3)[CH:15]=[CH:16][C:10]2=[N:9][CH:8]=1. (3) Given the reactants C[O:2][C:3]1[C:8]([C:9]2[CH:14]=[CH:13][C:12]([N:15]3[CH:19]=[C:18]([CH2:20][C:21]4[CH:25]=[CH:24][S:23][C:22]=4[C:26]([NH2:28])=[O:27])[N:17]=[CH:16]3)=[CH:11][CH:10]=2)=[CH:7][CH:6]=[CH:5][N:4]=1.[Na+].[I-].C[Si](Cl)(C)C, predict the reaction product. The product is: [O:2]=[C:3]1[C:8]([C:9]2[CH:10]=[CH:11][C:12]([N:15]3[CH:19]=[C:18]([CH2:20][C:21]4[CH:25]=[CH:24][S:23][C:22]=4[C:26]([NH2:28])=[O:27])[N:17]=[CH:16]3)=[CH:13][CH:14]=2)=[CH:7][CH:6]=[CH:5][NH:4]1. (4) Given the reactants [F:1][C:2]1[C:10]([CH:11]=[CH2:12])=[CH:9][CH:8]=[C:7]2[C:3]=1[CH2:4][O:5][C:6]2=[O:13].C1C=C(Cl)C=C(C(OO)=[O:22])C=1, predict the reaction product. The product is: [F:1][C:2]1[C:10]([CH:11]2[CH2:12][O:22]2)=[CH:9][CH:8]=[C:7]2[C:3]=1[CH2:4][O:5][C:6]2=[O:13]. (5) Given the reactants [H-].[Na+].[CH3:3][C:4]12[C:16]3[C:8](=[CH:9][C:10]([NH:17][C:18]4[N:23]=[CH:22][C:21]([C:24]([O:26]CC)=[O:25])=[CH:20][N:19]=4)=[CH:11][C:12]=3[CH2:13][CH2:14][CH2:15]1)[CH2:7][CH2:6][CH2:5]2.I[CH3:30].[Cl-].[NH4+], predict the reaction product. The product is: [CH3:30][N:17]([C:10]1[CH:11]=[C:12]2[C:16]3[C:4]([CH3:3])([CH2:15][CH2:14][CH2:13]2)[CH2:5][CH2:6][CH2:7][C:8]=3[CH:9]=1)[C:18]1[N:23]=[CH:22][C:21]([C:24]([OH:26])=[O:25])=[CH:20][N:19]=1.